This data is from Forward reaction prediction with 1.9M reactions from USPTO patents (1976-2016). The task is: Predict the product of the given reaction. (1) The product is: [CH3:5][C:4]([CH3:27])=[CH:3][CH:2]=[CH:6][C@H:8]1[CH2:12][CH2:11][C:10](=[O:13])[N:9]1[CH2:14][CH2:15][C:16]1[CH:25]=[CH:24][C:19]([C:20]([O:22][CH3:23])=[O:21])=[CH:18][CH:17]=1. Given the reactants [Li][CH2:2][CH2:3][CH2:4][CH3:5].[CH:6]([C@H:8]1[CH2:12][CH2:11][C:10](=[O:13])[N:9]1[CH2:14][CH2:15][C:16]1[CH:25]=[CH:24][C:19]([C:20]([O:22][CH3:23])=[O:21])=[CH:18][CH:17]=1)=O.O.[CH2:27]1COCC1, predict the reaction product. (2) The product is: [C:19]([NH:18][C:16]1[S:15][C:13]2[N:14]=[C:9]([NH:8][C:6]3[CH:7]=[C:2]([NH:1][C:29](=[O:30])[C:28]4[CH:32]=[CH:33][CH:34]=[C:26]([O:25][C:24]([F:23])([F:35])[F:36])[CH:27]=4)[CH:3]=[CH:4][C:5]=3[CH3:22])[N:10]=[CH:11][C:12]=2[N:17]=1)(=[O:21])[CH3:20]. Given the reactants [NH2:1][C:2]1[CH:3]=[CH:4][C:5]([CH3:22])=[C:6]([NH:8][C:9]2[N:10]=[CH:11][C:12]3[N:17]=[C:16]([NH:18][C:19](=[O:21])[CH3:20])[S:15][C:13]=3[N:14]=2)[CH:7]=1.[F:23][C:24]([F:36])([F:35])[O:25][C:26]1[CH:27]=[C:28]([CH:32]=[CH:33][CH:34]=1)[C:29](O)=[O:30].F[P-](F)(F)(F)(F)F.N1(OC(N(C)C)=[N+](C)C)C2N=CC=CC=2N=N1.C(=O)([O-])O.[Na+], predict the reaction product.